This data is from Forward reaction prediction with 1.9M reactions from USPTO patents (1976-2016). The task is: Predict the product of the given reaction. The product is: [CH2:1]([NH:8][C:23]1[C:28]([C:29]([OH:31])=[O:30])=[CH:27][N:26]=[C:25]([F:32])[C:24]=1[F:33])[C:2]1[CH:7]=[CH:6][CH:5]=[CH:4][CH:3]=1. Given the reactants [CH2:1]([NH2:8])[C:2]1[CH:7]=[CH:6][CH:5]=[CH:4][CH:3]=1.C([N-]C(C)C)(C)C.[Li+].C1COCC1.Cl[C:23]1[C:28]([C:29]([OH:31])=[O:30])=[CH:27][N:26]=[C:25]([F:32])[C:24]=1[F:33].[Cl-].[NH4+], predict the reaction product.